This data is from Forward reaction prediction with 1.9M reactions from USPTO patents (1976-2016). The task is: Predict the product of the given reaction. (1) The product is: [CH:19]([N:12]1[C:13]2[N:14]=[CH:15][N:16]=[CH:17][C:18]=2[C:10]([C:8]([C:4]2[CH:3]=[C:2]([NH:1][C:31](=[O:32])[C:30]3[CH:34]=[CH:35][C:27]([C:24]4([C:23]([F:37])([F:36])[F:22])[N:26]=[N:25]4)=[CH:28][CH:29]=3)[CH:7]=[N:6][CH:5]=2)=[O:9])=[CH:11]1)([CH3:21])[CH3:20]. Given the reactants [NH2:1][C:2]1[CH:3]=[C:4]([C:8]([C:10]2[C:18]3[CH:17]=[N:16][CH:15]=[N:14][C:13]=3[N:12]([CH:19]([CH3:21])[CH3:20])[CH:11]=2)=[O:9])[CH:5]=[N:6][CH:7]=1.[F:22][C:23]([F:37])([F:36])[C:24]1([C:27]2[CH:35]=[CH:34][C:30]([C:31](O)=[O:32])=[CH:29][CH:28]=2)[N:26]=[N:25]1, predict the reaction product. (2) Given the reactants Cl.[CH3:2][CH:3]1[C:15]2(OCC[O:16]2)[CH2:14][CH2:13][C:12]2([C:20]3[CH:25]=[CH:24][CH:23]=[CH:22][CH:21]=3)[CH:4]1[CH2:5][CH2:6][C:7]1[C:11]2=[N:10][NH:9][C:8]=1[C:26]1[CH:31]=[CH:30][CH:29]=[CH:28][CH:27]=1, predict the reaction product. The product is: [CH3:2][CH:3]1[CH:4]2[CH2:5][CH2:6][C:7]3[C:11]([C:12]2([C:20]2[CH:21]=[CH:22][CH:23]=[CH:24][CH:25]=2)[CH2:13][CH2:14][C:15]1=[O:16])=[N:10][NH:9][C:8]=3[C:26]1[CH:27]=[CH:28][CH:29]=[CH:30][CH:31]=1. (3) Given the reactants C(OC(=O)[NH:7][C@@H:8]1[CH2:12][CH2:11][C@@H:10]([C:13](=[O:15])[NH2:14])[CH2:9]1)(C)(C)C.[C:17]([OH:23])([C:19]([F:22])([F:21])[F:20])=[O:18], predict the reaction product. The product is: [F:20][C:19]([F:22])([F:21])[C:17]([OH:23])=[O:18].[NH2:7][C@@H:8]1[CH2:12][CH2:11][C@@H:10]([C:13]([NH2:14])=[O:15])[CH2:9]1. (4) Given the reactants [O:1]=[C:2]1[NH:7][C:6]2[CH:8]=[C:9]([C:12]([O:14][CH3:15])=[O:13])[CH:10]=[CH:11][C:5]=2[O:4][CH2:3]1.[H-].[Na+].FC1C=C2C(C=CC(=O)N2CCN2CCC(NCC3C=CC4OCC(=O)NC=4N=3)CC2)=CC=1.COC1C=C2C(C=CC(=O)N2[CH2:63][CH2:64][N:65]2[CH2:70][CH2:69][CH:68]([NH:71][C:72](=[O:78])[O:73][C:74]([CH3:77])([CH3:76])[CH3:75])[CH2:67][CH2:66]2)=CC=1, predict the reaction product. The product is: [C:74]([O:73][C:72]([NH:71][CH:68]1[CH2:67][CH2:66][N:65]([CH2:64][CH2:63][N:7]2[C:6]3[CH:8]=[C:9]([C:12]([O:14][CH3:15])=[O:13])[CH:10]=[CH:11][C:5]=3[O:4][CH2:3][C:2]2=[O:1])[CH2:70][CH2:69]1)=[O:78])([CH3:77])([CH3:76])[CH3:75]. (5) Given the reactants CCN(C(C)C)C(C)C.[Br:10][C:11]1[N:16]=[C:15]([C:17]([OH:19])=O)[CH:14]=[CH:13][CH:12]=1.C1C=CC2N(O)N=NC=2C=1.CCN=C=NCCCN(C)C.[O:41]=[C:42]([N:59]1[CH2:64][CH2:63][NH:62][CH2:61][CH2:60]1)[CH2:43][NH:44][C:45]([C:47]1[CH:52]=[CH:51][C:50]([C:53]2[CH:58]=[CH:57][CH:56]=[CH:55][CH:54]=2)=[CH:49][CH:48]=1)=[O:46], predict the reaction product. The product is: [Br:10][C:11]1[N:16]=[C:15]([C:17]([N:62]2[CH2:61][CH2:60][N:59]([C:42](=[O:41])[CH2:43][NH:44][C:45]([C:47]3[CH:52]=[CH:51][C:50]([C:53]4[CH:58]=[CH:57][CH:56]=[CH:55][CH:54]=4)=[CH:49][CH:48]=3)=[O:46])[CH2:64][CH2:63]2)=[O:19])[CH:14]=[CH:13][CH:12]=1. (6) Given the reactants [NH:1]([C:3]([O:5][C:6]([CH3:9])([CH3:8])[CH3:7])=[O:4])[NH2:2].[F:10][C:11]([F:17])([F:16])[CH2:12][N:13]=[C:14]=[O:15].C1COCC1, predict the reaction product. The product is: [F:10][C:11]([F:17])([F:16])[CH2:12][NH:13][C:14]([NH:2][NH:1][C:3]([O:5][C:6]([CH3:9])([CH3:8])[CH3:7])=[O:4])=[O:15].